This data is from Reaction yield outcomes from USPTO patents with 853,638 reactions. The task is: Predict the reaction yield, written as a fraction of the theoretical maximum amount of product (1.0 means a 100% yield; for example, 0.34 means a 34% yield). (1) The reactants are [Br:1][C:2]1[CH:9]=[C:8]([O:10][CH3:11])[CH:7]=[CH:6][C:3]=1[C:4]#[N:5].[I:12]I. The yield is 0.571. The catalyst is FC(F)(F)S([O-])(=O)=O.[Ag+].C(Cl)Cl. The product is [Br:1][C:2]1[CH:9]=[C:8]([O:10][CH3:11])[C:7]([I:12])=[CH:6][C:3]=1[C:4]#[N:5]. (2) The reactants are [Br:1][C:2]1[CH:3]=[C:4]2[C:8](=[N:9][CH:10]=1)[NH:7][CH:6]=[CH:5]2.[F:11][C:12]1[C:17]([CH:18]=[O:19])=[CH:16][CH:15]=[CH:14][C:13]=1[NH:20][S:21]([CH2:24][CH2:25][CH3:26])(=[O:23])=[O:22].[OH-].[K+].O. The product is [Br:1][C:2]1[CH:3]=[C:4]2[C:5]([CH:18]([OH:19])[C:17]3[C:12]([F:11])=[C:13]([NH:20][S:21]([CH2:24][CH2:25][CH3:26])(=[O:23])=[O:22])[CH:14]=[CH:15][CH:16]=3)=[CH:6][NH:7][C:8]2=[N:9][CH:10]=1. The catalyst is CO. The yield is 0.450. (3) The reactants are [Cl:1][C:2]1[N:3]([C@@H:19]2[O:25][C@H:24]([CH2:26][O:27]C(=O)C)[C@@H:22]([OH:23])[C@H:20]2[OH:21])[C:4]2[C:9]([C:10]=1[C:11](=[O:16])[C:12]([F:15])([F:14])[F:13])=[CH:8][C:7]([Cl:17])=[C:6]([Cl:18])[CH:5]=2.C[O-].[Na+]. The catalyst is CO.CO.C(Cl)(Cl)Cl. The product is [Cl:1][C:2]1[N:3]([C@@H:19]2[O:25][C@H:24]([CH2:26][OH:27])[C@@H:22]([OH:23])[C@H:20]2[OH:21])[C:4]2[C:9]([C:10]=1[C:11](=[O:16])[C:12]([F:13])([F:14])[F:15])=[CH:8][C:7]([Cl:17])=[C:6]([Cl:18])[CH:5]=2. The yield is 0.560. (4) The reactants are [Cl:1][C:2]1[CH:7]=[CH:6][C:5]([C:8]([C:10]2[C:14]([CH3:15])=[C:13]([CH3:16])[S:12][CH:11]=2)=[O:9])=[CH:4][CH:3]=1.[Br:17]N1C(=O)CCC1=O. The catalyst is CN(C=O)C. The product is [Br:17][C:11]1[S:12][C:13]([CH3:16])=[C:14]([CH3:15])[C:10]=1[C:8]([C:5]1[CH:4]=[CH:3][C:2]([Cl:1])=[CH:7][CH:6]=1)=[O:9]. The yield is 0.920. (5) The reactants are [NH2:1][C:2]1[CH:10]=[CH:9][C:8]([I:11])=[CH:7][C:3]=1[C:4]([OH:6])=[O:5].[C:12](O[C:12]([O:14][C:15]([CH3:18])([CH3:17])[CH3:16])=[O:13])([O:14][C:15]([CH3:18])([CH3:17])[CH3:16])=[O:13].O.Cl. The catalyst is O1CCOCC1.[OH-].[Na+]. The product is [CH3:16][C:15]([O:14][C:12]([NH:1][C:2]1[CH:10]=[CH:9][C:8]([I:11])=[CH:7][C:3]=1[C:4]([OH:6])=[O:5])=[O:13])([CH3:18])[CH3:17]. The yield is 0.895. (6) The catalyst is CN(C1C=CN=CC=1)C.C(Cl)Cl.CN(C=O)C. The reactants are [NH:1]1[C:9]2[C:4](=[CH:5][CH:6]=[CH:7][CH:8]=2)[C:3]([C:10]([OH:12])=O)=[N:2]1.C1CCC(N=C=NC2CCCCC2)CC1.[Cl:28][C:29]1[CH:30]=[C:31]([C:36]2[O:40][C:39]([CH2:41][CH2:42][NH2:43])=[CH:38][CH:37]=2)[CH:32]=[CH:33][C:34]=1[Cl:35].C(Cl)Cl. The product is [Cl:28][C:29]1[CH:30]=[C:31]([C:36]2[O:40][C:39]([CH2:41][CH2:42][NH:43][C:10]([C:3]3[C:4]4[C:9](=[CH:8][CH:7]=[CH:6][CH:5]=4)[NH:1][N:2]=3)=[O:12])=[CH:38][CH:37]=2)[CH:32]=[CH:33][C:34]=1[Cl:35]. The yield is 0.340. (7) The product is [CH3:22][N:21]([CH3:23])[C:19]1[CH:18]=[CH:17][C:16]2[CH:9]([OH:8])[CH2:10][CH2:11][CH2:12][CH:13]=[CH:14][C:15]=2[CH:20]=1. The catalyst is C1COCC1. The reactants are [Si]([O:8][CH:9]1[C:16]2[CH:17]=[CH:18][C:19]([N:21]([CH3:23])[CH3:22])=[CH:20][C:15]=2[CH:14]=[CH:13][CH2:12][CH2:11][CH2:10]1)(C(C)(C)C)(C)C.CCCC[N+](CCCC)(CCCC)CCCC.[F-]. The yield is 0.950.